Dataset: Catalyst prediction with 721,799 reactions and 888 catalyst types from USPTO. Task: Predict which catalyst facilitates the given reaction. (1) Product: [CH2:17]([O:16][C:14]([N:7]1[CH2:8][CH2:9][C:4]([CH2:3][CH2:2][OH:1])([CH2:10][CH2:11][OH:12])[CH2:5][CH2:6]1)=[O:15])[C:18]1[CH:23]=[CH:22][CH:21]=[CH:20][CH:19]=1. The catalyst class is: 7. Reactant: [OH:1][CH2:2][CH2:3][C:4]1([CH2:10][CH2:11][OH:12])[CH2:9][CH2:8][NH:7][CH2:6][CH2:5]1.Cl[C:14]([O:16][CH2:17][C:18]1[CH:23]=[CH:22][CH:21]=[CH:20][CH:19]=1)=[O:15].C(N(CC)CC)C. (2) Reactant: [C:1]1([C:7]([CH:9]2[CH:11]([C:12]3[CH:17]=[CH:16][CH:15]=[CH:14][CH:13]=3)[O:10]2)=O)[CH:6]=[CH:5][CH:4]=[CH:3]C=1.B(F)(F)F.C[CH2:23][O:24]CC. The catalyst class is: 28. Product: [O:10]=[C:9]([C:7]1[CH:3]=[CH:4][CH:5]=[CH:6][CH:1]=1)[CH:11]([C:12]1[CH:13]=[CH:14][CH:15]=[CH:16][CH:17]=1)[CH:23]=[O:24]. (3) Reactant: [NH2:1][C:2]1[C:7]([C:8]([O:10]/[N:11]=[C:12](/[NH2:14])\[CH3:13])=O)=[C:6]([Cl:15])[N:5]=[CH:4][N:3]=1.[N+](CCCC)(CCCC)(CCCC)CCCC.[F-]. Product: [Cl:15][C:6]1[N:5]=[CH:4][N:3]=[C:2]([NH2:1])[C:7]=1[C:8]1[O:10][N:11]=[C:12]([CH3:13])[N:14]=1. The catalyst class is: 197.